This data is from Reaction yield outcomes from USPTO patents with 853,638 reactions. The task is: Predict the reaction yield, written as a fraction of the theoretical maximum amount of product (1.0 means a 100% yield; for example, 0.34 means a 34% yield). The reactants are [BH4-].[Na+].[N:3]([C@@H:6]1[CH2:11][CH2:10][N:9]([C:12]([O:14][CH2:15][C:16]2[CH:21]=[CH:20][CH:19]=[CH:18][CH:17]=2)=[O:13])[CH2:8][C@H:7]1OS(C1C=CC(C)=CC=1)(=O)=O)=[N+]=[N-].N([C@H]1[C@H](OS(C2C=CC(C)=CC=2)(=O)=O)CCN(C(OCC2C=CC=CC=2)=O)C1)=[N+]=[N-].[P:63](Cl)(=[O:70])([O:67][CH2:68][CH3:69])[O:64][CH2:65][CH3:66]. The catalyst is CO.C(Cl)Cl.O. The product is [CH2:65]([O:64][P:63]([N:3]1[CH:7]2[CH:6]1[CH2:11][CH2:10][N:9]([C:12]([O:14][CH2:15][C:16]1[CH:17]=[CH:18][CH:19]=[CH:20][CH:21]=1)=[O:13])[CH2:8]2)([O:67][CH2:68][CH3:69])=[O:70])[CH3:66]. The yield is 0.550.